This data is from CYP2D6 inhibition data for predicting drug metabolism from PubChem BioAssay. The task is: Regression/Classification. Given a drug SMILES string, predict its absorption, distribution, metabolism, or excretion properties. Task type varies by dataset: regression for continuous measurements (e.g., permeability, clearance, half-life) or binary classification for categorical outcomes (e.g., BBB penetration, CYP inhibition). Dataset: cyp2d6_veith. (1) The molecule is CCNc1nc(NCC)nc(ON=C(C)C)n1. The result is 0 (non-inhibitor). (2) The drug is Cc1ccc(NC(=O)c2ccc(CSc3nnc(-c4ccncc4)n3C)cc2)cc1. The result is 0 (non-inhibitor). (3) The molecule is Cc1cccc(NC(=O)Cn2c(=O)oc3ccccc32)c1. The result is 1 (inhibitor). (4) The molecule is Cc1ccc(S(=O)(=O)N[C@@H]2COC(=O)C/C=C\[C@H](C)COC(=O)N[C@@H](C)C(=O)C/C=C\[C@H]2C)cc1. The result is 0 (non-inhibitor).